From a dataset of TCR-epitope binding with 47,182 pairs between 192 epitopes and 23,139 TCRs. Binary Classification. Given a T-cell receptor sequence (or CDR3 region) and an epitope sequence, predict whether binding occurs between them. The epitope is FVDGVPFVV. The TCR CDR3 sequence is CASTNERTEAFF. Result: 1 (the TCR binds to the epitope).